This data is from Full USPTO retrosynthesis dataset with 1.9M reactions from patents (1976-2016). The task is: Predict the reactants needed to synthesize the given product. (1) Given the product [N:35]1([CH2:34][C:31]2[CH:30]=[CH:29][C:28]([O:27][C:24]3[N:23]=[CH:22][C:21]([N:16]4[C:15]5([C:13](=[O:14])[NH:3][C:2](=[O:9])[NH:1][C:40]5=[O:42])[CH2:19][CH2:18][C:17]4=[O:20])=[CH:26][CH:25]=3)=[CH:33][CH:32]=2)[CH:39]=[CH:38][CH:37]=[N:36]1, predict the reactants needed to synthesize it. The reactants are: [N:1]1[C:2](=[O:9])[NH:3]C(=O)C(=O)C=1.C(O[C:13]([C:15]1([C:40]([O:42]CC)=O)[CH2:19][CH2:18][C:17](=[O:20])[N:16]1[C:21]1[CH:22]=[N:23][C:24]([O:27][C:28]2[CH:33]=[CH:32][C:31]([CH2:34][N:35]3[CH:39]=[CH:38][CH:37]=[N:36]3)=[CH:30][CH:29]=2)=[CH:25][CH:26]=1)=[O:14])C.NC(N)=O. (2) Given the product [Cl:9][C:4]1[CH:3]=[C:2]([B:10]2[O:14][C:13]([CH3:16])([CH3:15])[C:12]([CH3:18])([CH3:17])[O:11]2)[CH:8]=[CH:7][C:5]=1[NH2:6], predict the reactants needed to synthesize it. The reactants are: Br[C:2]1[CH:8]=[CH:7][C:5]([NH2:6])=[C:4]([Cl:9])[CH:3]=1.[B:10]1([B:10]2[O:14][C:13]([CH3:16])([CH3:15])[C:12]([CH3:18])([CH3:17])[O:11]2)[O:14][C:13]([CH3:16])([CH3:15])[C:12]([CH3:18])([CH3:17])[O:11]1. (3) The reactants are: [CH2:1]([O:3][C:4]([C:6]1[NH:7][C:8]([I:12])=[N:9][C:10]=1[CH3:11])=[O:5])[CH3:2].Br[CH2:14][C:15]1[CH:19]=[C:18]([C:20]2[S:21][C:22]([Cl:25])=[CH:23][CH:24]=2)[O:17][N:16]=1.O. Given the product [CH2:1]([O:3][C:4]([C:6]1[N:7]([CH2:14][C:15]2[CH:19]=[C:18]([C:20]3[S:21][C:22]([Cl:25])=[CH:23][CH:24]=3)[O:17][N:16]=2)[C:8]([I:12])=[N:9][C:10]=1[CH3:11])=[O:5])[CH3:2], predict the reactants needed to synthesize it. (4) Given the product [Cl:1][C:2]1[CH:9]=[C:8]([C:10]([CH3:13])([CH3:12])[CH3:11])[CH:7]=[CH:6][C:3]=1[CH:4]=[O:5], predict the reactants needed to synthesize it. The reactants are: [Cl:1][C:2]1[CH:9]=[C:8]([C:10]([CH3:13])([CH3:12])[CH3:11])[CH:7]=[CH:6][C:3]=1[CH2:4][OH:5]. (5) Given the product [C:12]([NH:16][C:17]1[CH:22]=[C:21]([C:3]2[CH:4]=[CH:5][CH:6]=[C:7]([CH3:8])[C:2]=2[CH3:1])[N:20]=[C:19]([NH2:24])[N:18]=1)([CH3:15])([CH3:14])[CH3:13], predict the reactants needed to synthesize it. The reactants are: [CH3:1][C:2]1[C:7]([CH3:8])=[CH:6][CH:5]=[CH:4][C:3]=1B(O)O.[C:12]([NH:16][C:17]1[CH:22]=[C:21](Cl)[N:20]=[C:19]([NH2:24])[N:18]=1)([CH3:15])([CH3:14])[CH3:13]. (6) The reactants are: Cl[C:2]1[N:6]([CH3:7])[N:5]=[C:4]([CH:8]([F:10])[F:9])[C:3]=1[CH:11]=[O:12].[CH3:13][N:14](P(N(C)C)(N(C)C)=O)[CH3:15].CNC. Given the product [F:9][CH:8]([F:10])[C:4]1[C:3]([CH:11]=[O:12])=[C:2]([N:14]([CH3:15])[CH3:13])[N:6]([CH3:7])[N:5]=1, predict the reactants needed to synthesize it.